This data is from Peptide-MHC class I binding affinity with 185,985 pairs from IEDB/IMGT. The task is: Regression. Given a peptide amino acid sequence and an MHC pseudo amino acid sequence, predict their binding affinity value. This is MHC class I binding data. (1) The peptide sequence is ATYGTAVNK. The MHC is HLA-B15:01 with pseudo-sequence HLA-B15:01. The binding affinity (normalized) is 0.0847. (2) The peptide sequence is WEFVNTPPL. The MHC is HLA-B40:01 with pseudo-sequence HLA-B40:01. The binding affinity (normalized) is 0.915. (3) The peptide sequence is NHMDGRTIL. The MHC is HLA-B15:09 with pseudo-sequence HLA-B15:09. The binding affinity (normalized) is 0.936.